From a dataset of Peptide-MHC class II binding affinity with 134,281 pairs from IEDB. Regression. Given a peptide amino acid sequence and an MHC pseudo amino acid sequence, predict their binding affinity value. This is MHC class II binding data. (1) The binding affinity (normalized) is 0.320. The MHC is DRB5_0101 with pseudo-sequence DRB5_0101. The peptide sequence is PFAATHNPWASQRF. (2) The peptide sequence is MFFSTMKRPSREKQD. The MHC is DRB1_0404 with pseudo-sequence DRB1_0404. The binding affinity (normalized) is 0.356. (3) The peptide sequence is LPADLMIRIIAQGPK. The MHC is HLA-DQA10102-DQB10602 with pseudo-sequence HLA-DQA10102-DQB10602. The binding affinity (normalized) is 0.615. (4) The peptide sequence is EELKSLNSVQAQYA. The binding affinity (normalized) is 0.556. The MHC is HLA-DQA10501-DQB10301 with pseudo-sequence HLA-DQA10501-DQB10301. (5) The peptide sequence is AATGAATAATGGYKV. The MHC is HLA-DQA10102-DQB10502 with pseudo-sequence HLA-DQA10102-DQB10502. The binding affinity (normalized) is 0. (6) The peptide sequence is IGEGKVTLRIRNVRF. The MHC is HLA-DPA10103-DPB10401 with pseudo-sequence HLA-DPA10103-DPB10401. The binding affinity (normalized) is 0.378. (7) The peptide sequence is VNKMLAVLDTNILWV. The MHC is HLA-DPA10201-DPB10101 with pseudo-sequence HLA-DPA10201-DPB10101. The binding affinity (normalized) is 0.445. (8) The peptide sequence is PKLEFGSLIVNPSLN. The MHC is DRB1_0401 with pseudo-sequence DRB1_0401. The binding affinity (normalized) is 0.962.